This data is from CYP2C19 inhibition data for predicting drug metabolism from PubChem BioAssay. The task is: Regression/Classification. Given a drug SMILES string, predict its absorption, distribution, metabolism, or excretion properties. Task type varies by dataset: regression for continuous measurements (e.g., permeability, clearance, half-life) or binary classification for categorical outcomes (e.g., BBB penetration, CYP inhibition). Dataset: cyp2c19_veith. (1) The molecule is O=C1c2cccc(O)c2C(=O)c2c(O[C@@H]3O[C@H](CO)[C@@H](O)[C@H](O)[C@@H]3O)cccc21. The result is 0 (non-inhibitor). (2) The drug is CC(C)[C@@H](OCc1ccccc1)[C@H](C)/C=N\O[C@@H](C)c1cn([C@@H]2COC[C@@H]2O)nn1. The result is 0 (non-inhibitor). (3) The molecule is COc1ccc2[nH]cc(CCNc3nc(-c4cccnc4)nc4ccccc34)c2c1. The result is 1 (inhibitor). (4) The result is 0 (non-inhibitor). The molecule is CCOc1ccc(NC(C)=O)cc1. (5) The compound is O=C(O)C12CC3(C(=O)O)CC(C(=O)O)(CC(C(=O)O)(C1)C3=O)C2=O. The result is 0 (non-inhibitor). (6) The drug is CC(C)OC(=O)c1nnn(-c2nonc2N)c1CSc1ccccn1. The result is 1 (inhibitor). (7) The compound is O=C(c1cc(C(F)(F)F)cc(C(F)(F)F)c1)N1CCC2(CC1)CCN(c1ccncc1)CC2. The result is 0 (non-inhibitor). (8) The molecule is C[N+](C)(C)CCCSc1nc2ccccc2[nH]1. The result is 0 (non-inhibitor). (9) The drug is Cc1ccccc1NC(=O)/C(=C/c1ccccc1)c1ccccc1. The result is 1 (inhibitor). (10) The drug is CCOc1ccc(C2=Nn3c(nnc3-c3ccccc3OC)SC2)cc1. The result is 1 (inhibitor).